Dataset: Catalyst prediction with 721,799 reactions and 888 catalyst types from USPTO. Task: Predict which catalyst facilitates the given reaction. (1) Reactant: [F:1][C:2]1[C:7]([F:8])=[CH:6][CH:5]=[CH:4][C:3]=1[C@@H:9]1[CH2:19][CH2:18][C@@H:17](O)[C:12]2=[N:13][CH:14]=[CH:15][CH:16]=[C:11]2[CH2:10]1.[OH-].COC(NS([N+](CC)(CC)CC)(=O)=O)=O. Product: [F:1][C:2]1[C:7]([F:8])=[CH:6][CH:5]=[CH:4][C:3]=1[C@@H:9]1[CH2:19][CH:18]=[CH:17][C:12]2=[N:13][CH:14]=[CH:15][CH:16]=[C:11]2[CH2:10]1. The catalyst class is: 48. (2) Reactant: [CH3:1][O:2][CH2:3][CH2:4][N:5]1[C:13]2[CH:12]=[CH:11][CH:10]=[C:9]([CH:14]=[O:15])[C:8]=2[C:7]([C:16](=[O:21])C(F)(F)F)=[CH:6]1.C[OH:23]. Product: [CH:14]([C:9]1[CH:10]=[CH:11][CH:12]=[C:13]2[C:8]=1[C:7]([C:16]([OH:21])=[O:23])=[CH:6][N:5]2[CH2:4][CH2:3][O:2][CH3:1])=[O:15]. The catalyst class is: 74. (3) Reactant: [F:1][C:2]1[CH:7]=[CH:6][C:5]([N:8]2[C:16]3[CH:15]=[C:14]4[CH2:17][CH2:18][C@H:19]5[C:24]([C@@:13]4([CH3:32])[CH2:12][C:11]=3[CH:10]=[N:9]2)=[CH:23][CH2:22][C@@H:21]([C:25]([F:28])([F:27])[F:26])[C@@H:20]5[C:29]([NH2:31])=O)=[CH:4][CH:3]=1.N1C(Cl)=NC(Cl)=NC=1Cl. Product: [F:1][C:2]1[CH:7]=[CH:6][C:5]([N:8]2[C:16]3[CH:15]=[C:14]4[CH2:17][CH2:18][C@H:19]5[C:24]([C@@:13]4([CH3:32])[CH2:12][C:11]=3[CH:10]=[N:9]2)=[CH:23][CH2:22][C@@H:21]([C:25]([F:26])([F:28])[F:27])[C@@H:20]5[C:29]#[N:31])=[CH:4][CH:3]=1. The catalyst class is: 18. (4) Reactant: [NH:1]1[CH2:6][CH2:5][CH:4]([O:7][C:8]2[CH:22]=[CH:21][C:11]3[NH:12][C:13](=[O:20])[C:14]4[CH:15]=[CH:16][CH:17]=[N:18][C:19]=4[C:10]=3[CH:9]=2)[CH2:3][CH2:2]1.C(=O)([O-])[O-].[K+].[K+].Br[CH2:30][CH2:31][CH3:32]. Product: [CH2:30]([N:1]1[CH2:2][CH2:3][CH:4]([O:7][C:8]2[CH:22]=[CH:21][C:11]3[NH:12][C:13](=[O:20])[C:14]4[CH:15]=[CH:16][CH:17]=[N:18][C:19]=4[C:10]=3[CH:9]=2)[CH2:5][CH2:6]1)[CH2:31][CH3:32]. The catalyst class is: 10. (5) Reactant: [F:1][C:2]1[CH:7]=[C:6]([OH:8])[CH:5]=[CH:4][C:3]=1[CH2:9][C:10]([O:12][CH3:13])=[O:11].[Cl:14][C:15]1[CH:16]=[N:17][C:18]([N:21]2[CH2:26][CH2:25][CH:24]([C@H:27]3[CH2:29][C@H:28]3[CH2:30][CH2:31]O)[CH2:23][CH2:22]2)=[N:19][CH:20]=1.C1(P(C2C=CC=CC=2)C2C=CC=CC=2)C=CC=CC=1.N(C(OC(C)(C)C)=O)=NC(OC(C)(C)C)=O. Product: [Cl:14][C:15]1[CH:16]=[N:17][C:18]([N:21]2[CH2:26][CH2:25][CH:24]([C@H:27]3[CH2:29][C@H:28]3[CH2:30][CH2:31][O:8][C:6]3[CH:5]=[CH:4][C:3]([CH2:9][C:10]([O:12][CH3:13])=[O:11])=[C:2]([F:1])[CH:7]=3)[CH2:23][CH2:22]2)=[N:19][CH:20]=1. The catalyst class is: 4. (6) Reactant: [K+].[Br-].[C:3]([C:7]1[CH:8]=[C:9]([CH2:17][CH2:18][C:19]2[CH:20]=[C:21]([CH:24]=[C:25]([CH2:27][CH2:28][C:29]3[CH:34]=[C:33]([C:35]([CH3:38])([CH3:37])[CH3:36])[CH:32]=[C:31]([C:39]([CH3:42])([CH3:41])[CH3:40])[CH:30]=3)[CH:26]=2)[CH2:22][OH:23])[CH:10]=[C:11]([C:13]([CH3:16])([CH3:15])[CH3:14])[CH:12]=1)([CH3:6])([CH3:5])[CH3:4].[Cr](Cl)([O-])(=O)=O.[NH+]1C=CC=CC=1. Product: [C:35]([C:33]1[CH:34]=[C:29]([CH2:28][CH2:27][C:25]2[CH:24]=[C:21]([CH:20]=[C:19]([CH2:18][CH2:17][C:9]3[CH:10]=[C:11]([C:13]([CH3:16])([CH3:15])[CH3:14])[CH:12]=[C:7]([C:3]([CH3:6])([CH3:5])[CH3:4])[CH:8]=3)[CH:26]=2)[CH:22]=[O:23])[CH:30]=[C:31]([C:39]([CH3:40])([CH3:41])[CH3:42])[CH:32]=1)([CH3:36])([CH3:37])[CH3:38]. The catalyst class is: 4. (7) Reactant: [CH2:1]([O:3][C:4]([CH:6]=P(C1C=CC=CC=1)(C1C=CC=CC=1)C1C=CC=CC=1)=[O:5])[CH3:2].[NH:26]1[CH:30]=[C:29]([CH:31]=O)[CH:28]=[N:27]1. Product: [NH:26]1[CH:30]=[C:29](/[CH:31]=[CH:6]/[C:4]([O:3][CH2:1][CH3:2])=[O:5])[CH:28]=[N:27]1. The catalyst class is: 1. (8) Reactant: Br[C:2]1[CH:3]=[C:4]2[C:30](=[CH:31][CH:32]=1)[C:8]1[NH:9][C:10]([C@@H:12]3[C@@H:17]4[CH2:18][C@@H:14]([CH2:15][CH2:16]4)[N:13]3[C:19](=[O:29])[C@@H:20]([NH:24][C:25](=[O:28])[O:26][CH3:27])[CH:21]([CH3:23])[CH3:22])=[N:11][C:7]=1[CH:6]=[CH:5]2.CC1(C)C(C)(C)OB([C:41]2[CH:46]=[CH:45][C:44]([C:47]3[NH:51][C:50]([C@@H:52]4[CH2:56][CH2:55][CH2:54][N:53]4[C:57]([O:59][C:60]([CH3:63])([CH3:62])[CH3:61])=[O:58])=[N:49][CH:48]=3)=[CH:43][CH:42]=2)O1.C([O-])([O-])=O.[K+].[K+]. Product: [CH3:27][O:26][C:25]([NH:24][C@@H:20]([CH:21]([CH3:23])[CH3:22])[C:19]([N:13]1[C@H:12]([C:10]2[NH:9][C:8]3[C:30]4[C:4]([CH:5]=[CH:6][C:7]=3[N:11]=2)=[CH:3][C:2]([C:41]2[CH:42]=[CH:43][C:44]([C:47]3[NH:51][C:50]([C@@H:52]5[CH2:56][CH2:55][CH2:54][N:53]5[C:57]([O:59][C:60]([CH3:63])([CH3:62])[CH3:61])=[O:58])=[N:49][CH:48]=3)=[CH:45][CH:46]=2)=[CH:32][CH:31]=4)[C@@H:17]2[CH2:18][C@H:14]1[CH2:15][CH2:16]2)=[O:29])=[O:28]. The catalyst class is: 104.